From a dataset of NCI-60 drug combinations with 297,098 pairs across 59 cell lines. Regression. Given two drug SMILES strings and cell line genomic features, predict the synergy score measuring deviation from expected non-interaction effect. Drug 1: CCC(=C(C1=CC=CC=C1)C2=CC=C(C=C2)OCCN(C)C)C3=CC=CC=C3.C(C(=O)O)C(CC(=O)O)(C(=O)O)O. Drug 2: C1CNP(=O)(OC1)N(CCCl)CCCl. Cell line: HT29. Synergy scores: CSS=-0.306, Synergy_ZIP=0.409, Synergy_Bliss=-1.54, Synergy_Loewe=-1.80, Synergy_HSA=-2.97.